Dataset: Forward reaction prediction with 1.9M reactions from USPTO patents (1976-2016). Task: Predict the product of the given reaction. (1) Given the reactants C(Cl)(=O)C(Cl)=O.CS(C)=O.[CH:11]1([C:17]2[C:25]3[C:20](=[CH:21][C:22]([C:26]([O:28][CH3:29])=[O:27])=[CH:23][CH:24]=3)[N:19]([CH2:30][C:31]#[CH:32])[C:18]=2[C:33]2[CH:38]=[CH:37][C:36]([O:39][CH3:40])=[CH:35][C:34]=2[CH2:41][OH:42])[CH2:16][CH2:15][CH2:14][CH2:13][CH2:12]1.CCN(CC)CC, predict the reaction product. The product is: [CH:11]1([C:17]2[C:25]3[C:20](=[CH:21][C:22]([C:26]([O:28][CH3:29])=[O:27])=[CH:23][CH:24]=3)[N:19]([CH2:30][C:31]#[CH:32])[C:18]=2[C:33]2[CH:38]=[CH:37][C:36]([O:39][CH3:40])=[CH:35][C:34]=2[CH:41]=[O:42])[CH2:16][CH2:15][CH2:14][CH2:13][CH2:12]1. (2) Given the reactants [CH3:1][NH:2][CH2:3][C:4]1[CH:5]=[C:6]2[C:10](=[CH:11][CH:12]=1)[N:9]([CH3:13])[CH:8]=[CH:7]2.Cl.Cl.[CH3:16][N:17]1[CH2:23][C:22]2[CH:24]=[C:25](/[CH:28]=[CH:29]/[C:30](O)=[O:31])[CH:26]=[N:27][C:21]=2[NH:20][C:19](=[O:33])[CH2:18]1.C1C=CC2N(O)N=NC=2C=1.C(N(C(C)C)CC)(C)C.CCN=C=NCCCN(C)C.Cl, predict the reaction product. The product is: [CH3:1][N:2]([CH2:3][C:4]1[CH:5]=[C:6]2[C:10](=[CH:11][CH:12]=1)[N:9]([CH3:13])[CH:8]=[CH:7]2)[C:30](=[O:31])/[CH:29]=[CH:28]/[C:25]1[CH:26]=[N:27][C:21]2[NH:20][C:19](=[O:33])[CH2:18][N:17]([CH3:16])[CH2:23][C:22]=2[CH:24]=1. (3) Given the reactants [OH:1][CH2:2][C:3]1[CH:4]=[C:5]([CH:8]=[C:9]([CH3:11])[N:10]=1)[C:6]#[N:7].Cl.[NH2:13][OH:14], predict the reaction product. The product is: [OH:14][NH:13][C:6](=[NH:7])[C:5]1[CH:8]=[C:9]([CH3:11])[N:10]=[C:3]([CH2:2][OH:1])[CH:4]=1. (4) Given the reactants Cl[C:2]1[C:3](=[O:8])[NH:4][CH2:5][CH2:6][CH:7]=1.[NH:9]1[CH2:14][CH2:13][O:12][CH2:11][CH2:10]1.C(N(CC)CC)C, predict the reaction product. The product is: [N:9]1([C:2]2[C:3](=[O:8])[NH:4][CH2:5][CH2:6][CH:7]=2)[CH2:14][CH2:13][O:12][CH2:11][CH2:10]1. (5) Given the reactants C[O:2][C:3](=[O:51])[CH2:4][C@H:5]([OH:50])[CH2:6][C@H:7]([OH:49])[CH:8]=[CH:9][C:10]1[N:11]([CH:46]([CH3:48])[CH3:47])[C:12]([C:29](=[O:45])[NH:30][C:31]2[CH:36]=[CH:35][CH:34]=[CH:33][C:32]=2[O:37][CH2:38][C:39]2[CH:44]=[CH:43][CH:42]=[CH:41][CH:40]=2)=[C:13]([C:22]2[CH:27]=[CH:26][C:25]([F:28])=[CH:24][CH:23]=2)[C:14]=1[C:15]1[CH:20]=[CH:19][C:18]([F:21])=[CH:17][CH:16]=1.C(O)C.O.[OH-].[Na+:57], predict the reaction product. The product is: [Na+:57].[CH2:38]([O:37][C:32]1[CH:33]=[CH:34][CH:35]=[CH:36][C:31]=1[NH:30][C:29]([C:12]1[N:11]([CH:46]([CH3:48])[CH3:47])[C:10]([CH:9]=[CH:8][C@@H:7]([OH:49])[CH2:6][C@@H:5]([OH:50])[CH2:4][C:3]([O-:51])=[O:2])=[C:14]([C:15]2[CH:20]=[CH:19][C:18]([F:21])=[CH:17][CH:16]=2)[C:13]=1[C:22]1[CH:23]=[CH:24][C:25]([F:28])=[CH:26][CH:27]=1)=[O:45])[C:39]1[CH:44]=[CH:43][CH:42]=[CH:41][CH:40]=1.